Dataset: Reaction yield outcomes from USPTO patents with 853,638 reactions. Task: Predict the reaction yield, written as a fraction of the theoretical maximum amount of product (1.0 means a 100% yield; for example, 0.34 means a 34% yield). (1) The reactants are C([O:3][C:4](=O)[CH2:5][C:6]([C@H:8]1[CH2:13][CH2:12][N:11]([C:14]([O:16][CH3:17])=[O:15])[C@@H:10]([C:18]2[CH:23]=[CH:22][C:21]([S:24]([CH3:27])(=[O:26])=[O:25])=[CH:20][CH:19]=2)[CH2:9]1)=[O:7])C.[OH-].[Na+].[NH2:31]O.Cl. The catalyst is CO.O.C(Cl)Cl. The product is [CH3:27][S:24]([C:21]1[CH:22]=[CH:23][C:18]([C@H:10]2[CH2:9][C@@H:8]([C:6]3[O:7][NH:31][C:4](=[O:3])[CH:5]=3)[CH2:13][CH2:12][N:11]2[C:14]([O:16][CH3:17])=[O:15])=[CH:19][CH:20]=1)(=[O:26])=[O:25]. The yield is 0.499. (2) The reactants are [Cl:1][C:2]1[CH:7]=[CH:6][CH:5]=[CH:4][C:3]=1[C:8]1[C:9]2[CH:19]=[CH:18][C:17](=[O:20])[N:16]([CH:21]([CH2:24][CH3:25])[CH2:22][CH3:23])[C:10]=2[N:11]=[C:12](SC)[N:13]=1.[CH2:26]([N:28]([CH2:32][CH3:33])[CH2:29][CH2:30][NH2:31])[CH3:27]. No catalyst specified. The product is [Cl:1][C:2]1[CH:7]=[CH:6][CH:5]=[CH:4][C:3]=1[C:8]1[C:9]2[CH:19]=[CH:18][C:17](=[O:20])[N:16]([CH:21]([CH2:24][CH3:25])[CH2:22][CH3:23])[C:10]=2[N:11]=[C:12]([NH:31][CH2:30][CH2:29][N:28]([CH2:32][CH3:33])[CH2:26][CH3:27])[N:13]=1. The yield is 0.800. (3) The yield is 0.200. The catalyst is C(Cl)(Cl)(Cl)Cl. The reactants are [CH2:1]([O:3][C:4](=[O:16])/[CH:5]=[C:6](/[O:8][C:9]1[CH:14]=[CH:13][CH:12]=[C:11]([F:15])[CH:10]=1)\[CH3:7])[CH3:2].[Br:17]N1C(=O)CCC1=O.C(OOC(=O)C1C=CC=CC=1)(=O)C1C=CC=CC=1. The product is [CH2:1]([O:3][C:4](=[O:16])/[CH:5]=[C:6](/[O:8][C:9]1[CH:14]=[CH:13][CH:12]=[C:11]([F:15])[CH:10]=1)\[CH2:7][Br:17])[CH3:2]. (4) The reactants are [H-].[Na+].[Br:3][C:4]1[C:12]2[S:11](=[O:14])(=[O:13])[N:10]([CH2:15]CN(CC)CC)[CH2:9][C:8]=2[CH:7]=[CH:6][CH:5]=1.CI. The catalyst is O1CCCC1. The product is [Br:3][C:4]1[C:12]2[S:11](=[O:14])(=[O:13])[N:10]([CH3:15])[CH2:9][C:8]=2[CH:7]=[CH:6][CH:5]=1. The yield is 0.560. (5) The reactants are [N+:1]([C:4]1[CH:13]=[CH:12][CH:11]=[C:10]2[C:5]=1[CH:6]=[CH:7][N+:8]([O-])=[CH:9]2)([O-:3])=[O:2].C(OC(=O)C)(=[O:17])C. No catalyst specified. The yield is 0.820. The product is [N+:1]([C:4]1[CH:13]=[CH:12][CH:11]=[C:10]2[C:5]=1[CH:6]=[CH:7][NH:8][C:9]2=[O:17])([O-:3])=[O:2]. (6) The reactants are [CH2:1]([O:8][C:9]1[CH:13]=[C:12]([C:14]([O:16][CH2:17][CH3:18])=[O:15])[N:11]([CH2:19][CH2:20][CH2:21][NH:22]C(OC(C)(C)C)=O)[N:10]=1)[C:2]1[CH:7]=[CH:6][CH:5]=[CH:4][CH:3]=1. The catalyst is Cl.O1CCOCC1. The product is [CH2:1]([O:8][C:9]1[CH:13]=[C:12]([C:14]([O:16][CH2:17][CH3:18])=[O:15])[N:11]([CH2:19][CH2:20][CH2:21][NH2:22])[N:10]=1)[C:2]1[CH:7]=[CH:6][CH:5]=[CH:4][CH:3]=1. The yield is 0.950.